This data is from Full USPTO retrosynthesis dataset with 1.9M reactions from patents (1976-2016). The task is: Predict the reactants needed to synthesize the given product. Given the product [F:43][C:44]1[CH:45]=[CH:46][C:47]([CH2:48][N:49]2[CH2:54][CH2:53][N:52]([CH:55]([CH2:60][NH:61][S:62]([C:65]3[CH:66]=[CH:67][C:68]([O:71][CH2:72][C:73]4[C:82]5[C:77](=[CH:78][CH:79]=[CH:80][CH:81]=5)[N:76]=[C:75]([CH3:83])[CH:74]=4)=[CH:69][CH:70]=3)(=[O:63])=[O:64])[C:56]([NH:58][OH:59])=[O:57])[CH2:51][CH2:50]2)=[CH:84][CH:85]=1, predict the reactants needed to synthesize it. The reactants are: FC1C=CC(CN2CCN(C(CNS(C3C=CC(OCC4C5C(=CC=CC=5)N=C(C)C=4)=CC=3)(=O)=O)C(O)=O)CC2)=CC=1.[F:43][C:44]1[CH:85]=[CH:84][C:47]([CH2:48][N:49]2[CH2:54][CH2:53][N:52]([C@@H:55]([CH2:60][NH:61][S:62]([C:65]3[CH:70]=[CH:69][C:68]([O:71][CH2:72][C:73]4[C:82]5[C:77](=[CH:78][CH:79]=[CH:80][CH:81]=5)[N:76]=[C:75]([CH3:83])[CH:74]=4)=[CH:67][CH:66]=3)(=[O:64])=[O:63])[C:56]([NH:58][OH:59])=[O:57])[CH2:51][CH2:50]2)=[CH:46][CH:45]=1.